Dataset: Peptide-MHC class II binding affinity with 134,281 pairs from IEDB. Task: Regression. Given a peptide amino acid sequence and an MHC pseudo amino acid sequence, predict their binding affinity value. This is MHC class II binding data. (1) The peptide sequence is DSYKFIPTLVAAVKQ. The MHC is HLA-DPA10201-DPB10101 with pseudo-sequence HLA-DPA10201-DPB10101. The binding affinity (normalized) is 0.596. (2) The peptide sequence is KEYTFPITLSSTSNP. The MHC is DRB4_0101 with pseudo-sequence DRB4_0103. The binding affinity (normalized) is 0.348. (3) The peptide sequence is YLILSARDVLAVVSK. The MHC is DRB1_1101 with pseudo-sequence DRB1_1101. The binding affinity (normalized) is 0. (4) The peptide sequence is TQARAAAAAFEQAHA. The MHC is HLA-DQA10501-DQB10201 with pseudo-sequence HLA-DQA10501-DQB10201. The binding affinity (normalized) is 0.413. (5) The peptide sequence is AFILDGDNLQPKV. The MHC is DRB1_0401 with pseudo-sequence DRB1_0401. The binding affinity (normalized) is 0.764. (6) The peptide sequence is TGSEELRSLYNTVATL. The MHC is DRB1_0103 with pseudo-sequence DRB1_0103. The binding affinity (normalized) is 0.196. (7) The peptide sequence is LHDLKIAIANIIDEI. The MHC is HLA-DPA10201-DPB11401 with pseudo-sequence HLA-DPA10201-DPB11401. The binding affinity (normalized) is 0.172.